This data is from Reaction yield outcomes from USPTO patents with 853,638 reactions. The task is: Predict the reaction yield, written as a fraction of the theoretical maximum amount of product (1.0 means a 100% yield; for example, 0.34 means a 34% yield). (1) The reactants are C[Si]([C:5]#[N:6])(C)C.[NH2:7][C:8]1[CH:13]=[CH:12][C:11]([CH2:14][C:15]([OH:17])=[O:16])=[CH:10][CH:9]=1.[C:18]1(=O)[CH2:21][CH2:20][CH2:19]1. The catalyst is O1CCOCC1. The product is [C:5]([C:18]1([NH:7][C:8]2[CH:9]=[CH:10][C:11]([CH2:14][C:15]([OH:17])=[O:16])=[CH:12][CH:13]=2)[CH2:21][CH2:20][CH2:19]1)#[N:6]. The yield is 0.990. (2) The reactants are [Cl:1][C:2]1[CH:7]=[C:6]([N+:8]([O-])=O)[CH:5]=[C:4]([Cl:11])[C:3]=1[N:12]1[CH:17]=[CH:16][CH:15]=[CH:14][C:13]1=[O:18].[NH4+].[Cl-]. The catalyst is [Zn].C1COCC1. The product is [NH2:8][C:6]1[CH:5]=[C:4]([Cl:11])[C:3]([N:12]2[CH:17]=[CH:16][CH:15]=[CH:14][C:13]2=[O:18])=[C:2]([Cl:1])[CH:7]=1. The yield is 0.500. (3) The reactants are [NH2:1][C:2]1[N:7]=[CH:6][C:5](/[CH:8]=[CH:9]/[C:10]([OH:12])=O)=[CH:4][CH:3]=1.[CH3:13][NH:14][CH2:15][C:16]1[CH:25]=[CH:24][C:23]2[C:18](=[CH:19][CH:20]=[CH:21][CH:22]=2)[CH:17]=1.C1C=CC2N(O)N=NC=2C=1.O.CCN(CC)CC.C(Cl)CCl. The catalyst is CN(C=O)C.C(Cl)Cl. The product is [NH2:1][C:2]1[N:7]=[CH:6][C:5](/[CH:8]=[CH:9]/[C:10]([N:14]([CH3:13])[CH2:15][C:16]2[CH:25]=[CH:24][C:23]3[C:18](=[CH:19][CH:20]=[CH:21][CH:22]=3)[CH:17]=2)=[O:12])=[CH:4][CH:3]=1. The yield is 0.810. (4) The reactants are C1CCN(C(N=NC(N2CCCCC2)=O)=O)CC1.C1C=CC(P(C2C=CC=CC=2)C2C=CC=CC=2)=CC=1.[OH:38][C:39]1[CH:40]=[C:41]2[C:45](=[CH:46][CH:47]=1)[C@H:44]([CH2:48][C:49]([O:51][CH2:52][CH3:53])=[O:50])[CH2:43][CH2:42]2.[CH3:54][C:55]1[N:56]=[C:57]([C:63]2[CH:68]=[CH:67][CH:66]=[CH:65][CH:64]=2)[O:58][C:59]=1[CH2:60][CH2:61]O. The catalyst is C1COCC1.C(Cl)Cl. The product is [CH3:54][C:55]1[N:56]=[C:57]([C:63]2[CH:68]=[CH:67][CH:66]=[CH:65][CH:64]=2)[O:58][C:59]=1[CH2:60][CH2:61][O:38][C:39]1[CH:40]=[C:41]2[C:45](=[CH:46][CH:47]=1)[C@H:44]([CH2:48][C:49]([O:51][CH2:52][CH3:53])=[O:50])[CH2:43][CH2:42]2. The yield is 0.660. (5) The reactants are [I:1][C:2]1[CH:3]=[N:4][NH:5][CH:6]=1.C(OCN1C2N=CN=C(C3C=NN([CH:29]([O:31][CH2:32][CH3:33])[CH3:30])C=3)C=2C=C1)(=O)C(C)(C)C.Cl.C([O-])(O)=O.[Na+]. The catalyst is O1CCOCC1.C1(C)C=CC=CC=1. The product is [CH2:29]([O:31][CH2:32][CH2:33][N:4]1[CH:3]=[C:2]([I:1])[CH:6]=[N:5]1)[CH3:30]. The yield is 0.980. (6) The reactants are [NH2:1][C:2]1[N:10]=[CH:9][CH:8]=[CH:7][C:3]=1[C:4](O)=[O:5].[H-].[Al+3].[Li+].[H-].[H-].[H-]. The catalyst is C1COCC1. The product is [NH2:1][C:2]1[C:3]([CH2:4][OH:5])=[CH:7][CH:8]=[CH:9][N:10]=1. The yield is 0.830. (7) The reactants are ClC1N=C(C2SC(C(C)C)=NC=2C2C=C(C=CC=2)N)C=CN=1.C(OC(=O)[NH:28][C:29]1[CH:34]=[CH:33][C:32]([F:35])=[C:31]([C:36]2[N:37]=[C:38]([N:48]3[CH2:53][CH2:52][O:51][CH2:50][CH2:49]3)[S:39][C:40]=2[C:41]2[CH:46]=[CH:45][N:44]=[C:43]([Cl:47])[N:42]=2)[C:30]=1[F:54])C=C. No catalyst specified. The product is [Cl:47][C:43]1[N:42]=[C:41]([C:40]2[S:39][C:38]([N:48]3[CH2:49][CH2:50][O:51][CH2:52][CH2:53]3)=[N:37][C:36]=2[C:31]2[C:30]([F:54])=[C:29]([CH:34]=[CH:33][C:32]=2[F:35])[NH2:28])[CH:46]=[CH:45][N:44]=1. The yield is 0.640. (8) The catalyst is C(O)(=O)C. The reactants are [Br:1][C:2]1[N:3]=[C:4]([NH2:7])[S:5][CH:6]=1.[C:8](OC(=O)C)(=[O:10])[CH3:9]. The product is [Br:1][C:2]1[N:3]=[C:4]([NH:7][C:8](=[O:10])[CH3:9])[S:5][CH:6]=1. The yield is 0.490.